Predict which catalyst facilitates the given reaction. From a dataset of Catalyst prediction with 721,799 reactions and 888 catalyst types from USPTO. (1) Reactant: [N:1]1[CH:6]=[CH:5][C:4]([C:7]([OH:9])=O)=[CH:3][N:2]=1.C1(P(N=[N+]=[N-])(C2C=CC=CC=2)=O)C=CC=CC=1.C([N:29]([CH2:32][CH3:33])[CH2:30][CH3:31])C.[Cl:34][C:35]1[CH:43]=[C:42]2[C:38]([C:39]([CH2:51][C:52]3[CH:57]=[CH:56][CH:55]=[C:54]([Cl:58])[CH:53]=3)([CH:45]3CCCNC3)[C:40](=[O:44])[NH:41]2)=[CH:37][CH:36]=1. Product: [Cl:34][C:35]1[CH:43]=[C:42]2[C:38]([C:39]([CH2:51][C:52]3[CH:57]=[CH:56][CH:55]=[C:54]([Cl:58])[CH:53]=3)([CH:45]3[CH2:31][CH2:30][N:29]([C:7]([C:4]4[CH:5]=[CH:6][N:1]=[N:2][CH:3]=4)=[O:9])[CH2:32][CH2:33]3)[C:40](=[O:44])[NH:41]2)=[CH:37][CH:36]=1. The catalyst class is: 451. (2) Reactant: Cl[C:2]1[N:7]=[C:6]2[NH:8][N:9]=[CH:10][C:5]2=[C:4]([NH:11][CH:12]2[CH2:14][CH2:13]2)[N:3]=1.[O:15]1[CH2:20][CH2:19][N:18]([C:21]2[CH:27]=[CH:26][C:24]([NH2:25])=[CH:23][CH:22]=2)[CH2:17][CH2:16]1. Product: [CH:12]1([NH:11][C:4]2[N:3]=[C:2]([NH:25][C:24]3[CH:23]=[CH:22][C:21]([N:18]4[CH2:19][CH2:20][O:15][CH2:16][CH2:17]4)=[CH:27][CH:26]=3)[N:7]=[C:6]3[NH:8][N:9]=[CH:10][C:5]=23)[CH2:14][CH2:13]1. The catalyst class is: 51. (3) Reactant: [S:1]1[C:5]2[CH:6]=[C:7]([N:10]3[CH2:14][CH:13]([C:15]([F:18])([F:17])[F:16])[NH:12][C:11]3=[O:19])[CH:8]=[CH:9][C:4]=2[N:3]=[CH:2]1.I[C:21]1[CH:22]=[N:23][CH:24]=[CH:25][C:26]=1[CH3:27].CC1(C)C2C(=C(P(C3C=CC=CC=3)C3C=CC=CC=3)C=CC=2)OC2C(P(C3C=CC=CC=3)C3C=CC=CC=3)=CC=CC1=2.C(=O)([O-])[O-].[Cs+].[Cs+]. Product: [S:1]1[C:5]2[CH:6]=[C:7]([N:10]3[CH2:14][CH:13]([C:15]([F:17])([F:18])[F:16])[N:12]([C:21]4[CH:22]=[N:23][CH:24]=[CH:25][C:26]=4[CH3:27])[C:11]3=[O:19])[CH:8]=[CH:9][C:4]=2[N:3]=[CH:2]1. The catalyst class is: 102. (4) Reactant: [CH3:1][N:2]([C:4]([N:6]=[C:7]([NH2:9])[NH2:8])=[NH:5])[CH3:3].Cl.[OH-].[Na+].C(Cl)Cl. Product: [CH3:1][N:2]([C:4]([NH:6][C:7]([NH2:9])=[NH:8])=[NH:5])[CH3:3]. The catalyst class is: 8. (5) Reactant: [Br:1][C:2]1[C:3]([CH3:11])=[C:4]([CH:9]=[O:10])[S:5][C:6]=1[C:7]#[CH:8]. Product: [Br:1][C:2]1[C:3]([CH3:11])=[C:4]([CH:9]=[O:10])[S:5][C:6]=1[CH2:7][CH3:8]. The catalyst class is: 78. (6) The catalyst class is: 246. Reactant: CC1C=CN=CC=1N1CCNC1=O.[C:14]([O:18][C:19]([N:21]1[CH2:26][CH2:25][C:24]2[CH:27]=[C:28](Br)[S:29][C:23]=2[CH2:22]1)=[O:20])([CH3:17])([CH3:16])[CH3:15].N[C@@H]1CCCC[C@H]1N.P([O-])([O-])([O-])=O.[K+].[K+].[K+]. Product: [C:14]([O:18][C:19]([N:21]1[CH2:26][CH2:25][C:24]2[CH:27]=[CH:28][S:29][C:23]=2[CH2:22]1)=[O:20])([CH3:17])([CH3:15])[CH3:16]. (7) Reactant: [NH2:1][C:2]1[CH:3]=[CH:4][C:5]([C:8]#[N:9])=[N:6][CH:7]=1.[Br:10]Br.[OH-].[Na+]. Product: [NH2:1][C:2]1[CH:3]=[CH:4][C:5]([C:8]#[N:9])=[N:6][C:7]=1[Br:10]. The catalyst class is: 15.